From a dataset of Reaction yield outcomes from USPTO patents with 853,638 reactions. Predict the reaction yield, written as a fraction of the theoretical maximum amount of product (1.0 means a 100% yield; for example, 0.34 means a 34% yield). The reactants are [NH2:1][C:2]1[C:11]2[C:6](=[C:7](Br)[CH:8]=[CH:9][CH:10]=2)[N:5]=[N:4][C:3]=1[C:13]([NH:15][CH2:16][CH2:17][CH3:18])=[O:14].[F:19][C:20]1[CH:25]=[CH:24][CH:23]=[C:22]([O:26][CH3:27])[C:21]=1B(O)O. No catalyst specified. The product is [NH2:1][C:2]1[C:11]2[C:6](=[C:7]([C:21]3[C:22]([O:26][CH3:27])=[CH:23][CH:24]=[CH:25][C:20]=3[F:19])[CH:8]=[CH:9][CH:10]=2)[N:5]=[N:4][C:3]=1[C:13]([NH:15][CH2:16][CH2:17][CH3:18])=[O:14]. The yield is 0.420.